Dataset: Full USPTO retrosynthesis dataset with 1.9M reactions from patents (1976-2016). Task: Predict the reactants needed to synthesize the given product. (1) Given the product [CH:28]1[C:29]2[C:34](=[CH:33][CH:32]=[CH:31][CH:30]=2)[CH:35]=[CH:36][C:27]=1[S:24]([NH:23][CH:16]([C:17]1[CH:22]=[CH:21][CH:20]=[CH:19][CH:18]=1)[CH2:15][C:14]([NH:13][CH:9]1[C:10]2[C:5](=[CH:4][C:3]([CH2:1][N:38]3[CH2:43][CH2:42][CH2:41][CH2:40][CH2:39]3)=[CH:12][CH:11]=2)[CH2:6][CH2:7][CH2:8]1)=[O:37])(=[O:26])=[O:25], predict the reactants needed to synthesize it. The reactants are: [CH:1]([C:3]1[CH:4]=[C:5]2[C:10](=[CH:11][CH:12]=1)[CH:9]([NH:13][C:14](=[O:37])[CH2:15][CH:16]([NH:23][S:24]([C:27]1[CH:36]=[CH:35][C:34]3[C:29](=[CH:30][CH:31]=[CH:32][CH:33]=3)[CH:28]=1)(=[O:26])=[O:25])[C:17]1[CH:22]=[CH:21][CH:20]=[CH:19][CH:18]=1)[CH2:8][CH2:7][CH2:6]2)=O.[NH:38]1[CH2:43][CH2:42][CH2:41][CH2:40][CH2:39]1. (2) Given the product [Cl:9][C:10]1[CH:15]=[C:14]([C:3]2[CH:4]=[CH:5][S:1][CH:2]=2)[N:13]=[CH:12][N:11]=1, predict the reactants needed to synthesize it. The reactants are: [S:1]1[CH:5]=[CH:4][C:3](B(O)O)=[CH:2]1.[Cl:9][C:10]1[CH:15]=[C:14](Cl)[N:13]=[CH:12][N:11]=1.C(=O)([O-])[O-].[Na+].[Na+]. (3) The reactants are: [Br:1][CH2:2][C:3]1[CH:8]=[CH:7][C:6]([S:9](Cl)(=[O:11])=[O:10])=[CH:5][CH:4]=1.[NH3:13].Cl. Given the product [Br:1][CH2:2][C:3]1[CH:8]=[CH:7][C:6]([S:9]([NH2:13])(=[O:11])=[O:10])=[CH:5][CH:4]=1, predict the reactants needed to synthesize it.